Dataset: NCI-60 drug combinations with 297,098 pairs across 59 cell lines. Task: Regression. Given two drug SMILES strings and cell line genomic features, predict the synergy score measuring deviation from expected non-interaction effect. (1) Drug 1: CCC1=C2CN3C(=CC4=C(C3=O)COC(=O)C4(CC)O)C2=NC5=C1C=C(C=C5)O. Drug 2: CN1C2=C(C=C(C=C2)N(CCCl)CCCl)N=C1CCCC(=O)O.Cl. Cell line: MALME-3M. Synergy scores: CSS=5.98, Synergy_ZIP=-2.81, Synergy_Bliss=-0.0747, Synergy_Loewe=-8.73, Synergy_HSA=-0.157. (2) Drug 1: CCC(=C(C1=CC=CC=C1)C2=CC=C(C=C2)OCCN(C)C)C3=CC=CC=C3.C(C(=O)O)C(CC(=O)O)(C(=O)O)O. Drug 2: CC(C)(C#N)C1=CC(=CC(=C1)CN2C=NC=N2)C(C)(C)C#N. Cell line: HCT-15. Synergy scores: CSS=-4.37, Synergy_ZIP=7.76, Synergy_Bliss=8.94, Synergy_Loewe=-4.95, Synergy_HSA=-2.39. (3) Drug 1: C1CN1C2=NC(=NC(=N2)N3CC3)N4CC4. Drug 2: CCC1=CC2CC(C3=C(CN(C2)C1)C4=CC=CC=C4N3)(C5=C(C=C6C(=C5)C78CCN9C7C(C=CC9)(C(C(C8N6C)(C(=O)OC)O)OC(=O)C)CC)OC)C(=O)OC.C(C(C(=O)O)O)(C(=O)O)O. Cell line: HT29. Synergy scores: CSS=48.1, Synergy_ZIP=-3.00, Synergy_Bliss=-7.32, Synergy_Loewe=-12.7, Synergy_HSA=-5.12. (4) Drug 1: C1=C(C(=O)NC(=O)N1)F. Drug 2: CC1C(C(=O)NC(C(=O)N2CCCC2C(=O)N(CC(=O)N(C(C(=O)O1)C(C)C)C)C)C(C)C)NC(=O)C3=C4C(=C(C=C3)C)OC5=C(C(=O)C(=C(C5=N4)C(=O)NC6C(OC(=O)C(N(C(=O)CN(C(=O)C7CCCN7C(=O)C(NC6=O)C(C)C)C)C)C(C)C)C)N)C. Cell line: KM12. Synergy scores: CSS=12.5, Synergy_ZIP=-25.3, Synergy_Bliss=-31.8, Synergy_Loewe=-31.6, Synergy_HSA=-31.6. (5) Drug 1: C1C(C(OC1N2C=C(C(=O)NC2=O)F)CO)O. Drug 2: CCC(=C(C1=CC=CC=C1)C2=CC=C(C=C2)OCCN(C)C)C3=CC=CC=C3.C(C(=O)O)C(CC(=O)O)(C(=O)O)O. Cell line: HCC-2998. Synergy scores: CSS=40.5, Synergy_ZIP=0.204, Synergy_Bliss=-1.52, Synergy_Loewe=-23.0, Synergy_HSA=-1.44. (6) Drug 1: CC=C1C(=O)NC(C(=O)OC2CC(=O)NC(C(=O)NC(CSSCCC=C2)C(=O)N1)C(C)C)C(C)C. Drug 2: CN(CC1=CN=C2C(=N1)C(=NC(=N2)N)N)C3=CC=C(C=C3)C(=O)NC(CCC(=O)O)C(=O)O. Cell line: DU-145. Synergy scores: CSS=35.5, Synergy_ZIP=-1.23, Synergy_Bliss=-2.70, Synergy_Loewe=-1.47, Synergy_HSA=-0.200. (7) Drug 1: CN1CCC(CC1)COC2=C(C=C3C(=C2)N=CN=C3NC4=C(C=C(C=C4)Br)F)OC. Drug 2: CC1CCC2CC(C(=CC=CC=CC(CC(C(=O)C(C(C(=CC(C(=O)CC(OC(=O)C3CCCCN3C(=O)C(=O)C1(O2)O)C(C)CC4CCC(C(C4)OC)OCCO)C)C)O)OC)C)C)C)OC. Cell line: BT-549. Synergy scores: CSS=19.8, Synergy_ZIP=-3.48, Synergy_Bliss=1.23, Synergy_Loewe=-15.8, Synergy_HSA=-0.331. (8) Drug 1: CN(CC1=CN=C2C(=N1)C(=NC(=N2)N)N)C3=CC=C(C=C3)C(=O)NC(CCC(=O)O)C(=O)O. Drug 2: CC(C)(C#N)C1=CC=C(C=C1)N2C3=C4C=C(C=CC4=NC=C3N(C2=O)C)C5=CC6=CC=CC=C6N=C5. Cell line: OVCAR3. Synergy scores: CSS=67.5, Synergy_ZIP=-3.17, Synergy_Bliss=-4.65, Synergy_Loewe=-4.24, Synergy_HSA=-0.495.